Dataset: Full USPTO retrosynthesis dataset with 1.9M reactions from patents (1976-2016). Task: Predict the reactants needed to synthesize the given product. (1) Given the product [C:30]([O:29][C:27]([N:25]([CH3:26])[C@@H:23]([CH3:24])[C:22]([NH:21][C@H:18]1[CH2:17][O:16][C:15]2[C:35]([C:39]([O:41][CH3:42])=[O:40])=[CH:36][CH:37]=[CH:38][C:14]=2[N:13]([CH2:12][C:8]2[C:9]3[C:4](=[CH:3][CH:2]=[CH:11][CH:10]=3)[CH:5]=[CH:6][C:7]=2[O:43][CH3:44])[C:19]1=[O:20])=[O:34])=[O:28])([CH3:32])([CH3:33])[CH3:31], predict the reactants needed to synthesize it. The reactants are: Br[C:2]1[CH:3]=[C:4]2[C:9](=[CH:10][CH:11]=1)[C:8]([CH2:12][N:13]1[C:19](=[O:20])[C@@H:18]([NH:21][C:22](=[O:34])[C@@H:23]([N:25]([C:27]([O:29][C:30]([CH3:33])([CH3:32])[CH3:31])=[O:28])[CH3:26])[CH3:24])[CH2:17][O:16][C:15]3[C:35]([C:39]([O:41][CH3:42])=[O:40])=[CH:36][CH:37]=[CH:38][C:14]1=3)=[C:7]([O:43][CH3:44])[CH:6]=[CH:5]2. (2) Given the product [C:18]([O:17][C@@H:9]1[C@@H:8]([CH2:21][O:22][C:23](=[O:25])[CH3:24])[O:7][C@H:6]2[C@H:11]([N:12]=[C:28]([NH:27][CH3:26])[S:29]2)[C@H:10]1[O:13][C:14](=[O:16])[CH3:15])(=[O:20])[CH3:19], predict the reactants needed to synthesize it. The reactants are: [Cl-].C(O[CH:6]1[C@H:11]([NH3+:12])[C@@H:10]([O:13][C:14](=[O:16])[CH3:15])[C@H:9]([O:17][C:18](=[O:20])[CH3:19])[C@@H:8]([CH2:21][O:22][C:23](=[O:25])[CH3:24])[O:7]1)(=O)C.[CH3:26][N:27]=[C:28]=[S:29].C(N(CC)CC)C.C(O)(C(F)(F)F)=O.